This data is from Forward reaction prediction with 1.9M reactions from USPTO patents (1976-2016). The task is: Predict the product of the given reaction. (1) Given the reactants [O:1]1[C:5]2[CH:6]=[CH:7][CH:8]=[CH:9][C:4]=2[CH:3]=[C:2]1[CH:10]=[CH:11][C:12]([OH:14])=O.S(Cl)(Cl)=O.[NH:19]1[CH2:24][CH2:23][CH:22]([C:25]([O:27][CH2:28][CH3:29])=[O:26])[CH2:21][CH2:20]1.N1C=CC=CC=1, predict the reaction product. The product is: [O:1]1[C:5]2[CH:6]=[CH:7][CH:8]=[CH:9][C:4]=2[CH:3]=[C:2]1/[CH:10]=[CH:11]/[C:12]([N:19]1[CH2:24][CH2:23][CH:22]([C:25]([O:27][CH2:28][CH3:29])=[O:26])[CH2:21][CH2:20]1)=[O:14]. (2) The product is: [Cl:1][C:2]1[CH:7]=[C:6]([C:39](=[O:41])[NH:19][C:20]2[CH:25]=[CH:24][CH:23]=[CH:22][CH:21]=2)[CH:5]=[CH:4][C:3]=1[NH:9][C:10](=[O:18])[C@:11]([OH:17])([CH3:16])[C:12]([F:15])([F:14])[F:13]. Given the reactants [Cl:1][C:2]1[CH:7]=[C:6](I)[CH:5]=[CH:4][C:3]=1[NH:9][C:10](=[O:18])[C@:11]([OH:17])([CH3:16])[C:12]([F:15])([F:14])[F:13].[NH2:19][C:20]1[CH:25]=[CH:24][CH:23]=[CH:22][CH:21]=1.C(N(CCCC)CCCC)CCC.[C:39](OCC)(=[O:41])C, predict the reaction product. (3) Given the reactants N#N.[CH3:3][C:4]1([C:9]2[CH:10]=[C:11]([CH2:15][C:16]([OH:18])=O)[CH:12]=[CH:13][CH:14]=2)[O:8][CH2:7][CH2:6][O:5]1.C1C=CC2N(O)N=NC=2C=1.C(Cl)CCl.CCN(C(C)C)C(C)C.Cl.[CH3:43][O:44][C:45](=[O:50])[C@H:46]([CH2:48][OH:49])[NH2:47], predict the reaction product. The product is: [CH3:43][O:44][C:45](=[O:50])[CH:46]([NH:47][C:16](=[O:18])[CH2:15][C:11]1[CH:12]=[CH:13][CH:14]=[C:9]([C:4]2([CH3:3])[O:5][CH2:6][CH2:7][O:8]2)[CH:10]=1)[CH2:48][OH:49]. (4) The product is: [Cl:25][C:21]1[CH:20]=[C:19]([C:13]2[C:14]([O:17][CH3:18])=[N:15][CH:16]=[C:11]([CH2:10][N:7]3[CH:3]=[CH:2][N:9]=[N:8]3)[CH:12]=2)[CH:24]=[CH:23][CH:22]=1. Given the reactants N1C=CC=[CH:3][CH:2]=1.[N:7]([CH2:10][C:11]1[CH:12]=[C:13]([C:19]2[CH:24]=[CH:23][CH:22]=[C:21]([Cl:25])[CH:20]=2)[C:14]([O:17][CH3:18])=[N:15][CH:16]=1)=[N+:8]=[N-:9].C([Si](C)(C)C)#C.C(N(C(C)C)CC)(C)C, predict the reaction product. (5) Given the reactants C(OC([O:8][C:9]1[C:18]2[NH:17][C:16](=[O:19])[CH2:15][O:14][C:13]=2[C:12]([CH2:20][CH2:21][N:22]([CH2:30][CH2:31][N:32]([CH:52]2[CH2:58][CH2:57][CH2:56][CH2:55][CH2:54][CH2:53]2)[C:33](=[O:51])[CH2:34][CH2:35][O:36][CH2:37][CH2:38][C:39]2[CH:44]=[CH:43][CH:42]=[C:41]([C:45]3[N:46]=[N:47][N:48]([CH3:50])[CH:49]=3)[CH:40]=2)C(=O)OC(C)(C)C)=[CH:11][CH:10]=1)=O)(C)(C)C.[C:59]([OH:65])([C:61]([F:64])([F:63])[F:62])=[O:60], predict the reaction product. The product is: [F:62][C:61]([F:64])([F:63])[C:59]([OH:65])=[O:60].[CH:52]1([N:32]([CH2:31][CH2:30][NH:22][CH2:21][CH2:20][C:12]2[C:13]3[O:14][CH2:15][C:16](=[O:19])[NH:17][C:18]=3[C:9]([OH:8])=[CH:10][CH:11]=2)[C:33](=[O:51])[CH2:34][CH2:35][O:36][CH2:37][CH2:38][C:39]2[CH:44]=[CH:43][CH:42]=[C:41]([C:45]3[N:46]=[N:47][N:48]([CH3:50])[CH:49]=3)[CH:40]=2)[CH2:53][CH2:54][CH2:55][CH2:56][CH2:57][CH2:58]1. (6) Given the reactants Br[C:2]1[CH:7]=[CH:6][C:5]([CH:8]([C:19]2[CH:24]=[CH:23][CH:22]=[CH:21][C:20]=2[CH3:25])[CH2:9][C:10]([C:12]2[CH:17]=[CH:16][N:15]=[C:14]([CH3:18])[CH:13]=2)=[O:11])=[CH:4][CH:3]=1.[CH3:26][O:27][C:28]([C:30]1[CH:35]=[CH:34][C:33](B(O)O)=[CH:32][CH:31]=1)=[O:29].C(=O)([O-])[O-].[Na+].[Na+].[NH4+].[Cl-], predict the reaction product. The product is: [CH3:26][O:27][C:28]([C:30]1[CH:35]=[CH:34][C:33]([C:2]2[CH:3]=[CH:4][C:5]([CH:8]([C:19]3[CH:24]=[CH:23][CH:22]=[CH:21][C:20]=3[CH3:25])[CH2:9][C:10]([C:12]3[CH:17]=[CH:16][N:15]=[C:14]([CH3:18])[CH:13]=3)=[O:11])=[CH:6][CH:7]=2)=[CH:32][CH:31]=1)=[O:29].